Dataset: Catalyst prediction with 721,799 reactions and 888 catalyst types from USPTO. Task: Predict which catalyst facilitates the given reaction. (1) Reactant: [CH2:1]([O:8][C:9]([NH:11][CH:12]([CH3:18])[CH2:13][S:14](Br)(=[O:16])=[O:15])=[O:10])[C:2]1[CH:7]=[CH:6][CH:5]=[CH:4][CH:3]=1.[CH2:19]([NH2:21])[CH3:20].Cl. Product: [CH2:19]([NH:21][S:14]([CH2:13][CH:12]([NH:11][C:9]([O:8][CH2:1][C:2]1[CH:7]=[CH:6][CH:5]=[CH:4][CH:3]=1)=[O:10])[CH3:18])(=[O:16])=[O:15])[CH3:20]. The catalyst class is: 7. (2) Reactant: [Al+3].[Cl-].[Cl-].[Cl-].[Cl-].[CH3:6][O:7][C:8](=[O:16])[CH2:9][CH2:10][CH2:11][CH2:12][C:13](O)=[O:14].[CH3:17][O:18][C:19]([C:21]1[CH:22]=[C:23]2[C:27](=[CH:28][CH:29]=1)[NH:26][CH:25]=[CH:24]2)=[O:20].O. Product: [CH3:17][O:18][C:19]([C:21]1[CH:22]=[C:23]2[C:27](=[CH:28][CH:29]=1)[NH:26][CH:25]=[C:24]2[C:13](=[O:14])[CH2:12][CH2:11][CH2:10][CH2:9][C:8]([O:7][CH3:6])=[O:16])=[O:20]. The catalyst class is: 2. (3) Reactant: C([O:3][C:4]([CH:6]1[CH2:11][N:10]([CH3:12])[C:9]2[CH:13]=[C:14]([Cl:19])[C:15]([O:17][CH3:18])=[CH:16][C:8]=2[O:7]1)=[O:5])C.[OH-].[Li+]. Product: [Cl:19][C:14]1[C:15]([O:17][CH3:18])=[CH:16][C:8]2[O:7][CH:6]([C:4]([OH:5])=[O:3])[CH2:11][N:10]([CH3:12])[C:9]=2[CH:13]=1. The catalyst class is: 20. (4) Reactant: [NH2:1][CH2:2][CH2:3][C:4]1[CH:9]=[CH:8][CH:7]=[CH:6][C:5]=1[C:10]1[C:14]([Br:15])=[C:13]([C@@H:16]2[C@:21]([C:23]3[CH:28]=[CH:27][C:26]([F:29])=[C:25]([F:30])[CH:24]=3)([OH:22])[CH2:20][CH2:19][N:18]([C:31]([O:33][C:34]([CH3:37])([CH3:36])[CH3:35])=[O:32])[CH2:17]2)[O:12][N:11]=1.C(N(CC)CC)C.[C:45](Cl)(=[O:47])[CH3:46].[OH-].[Na+]. Product: [C:45]([NH:1][CH2:2][CH2:3][C:4]1[CH:9]=[CH:8][CH:7]=[CH:6][C:5]=1[C:10]1[C:14]([Br:15])=[C:13]([C@@H:16]2[C@:21]([C:23]3[CH:28]=[CH:27][C:26]([F:29])=[C:25]([F:30])[CH:24]=3)([OH:22])[CH2:20][CH2:19][N:18]([C:31]([O:33][C:34]([CH3:37])([CH3:36])[CH3:35])=[O:32])[CH2:17]2)[O:12][N:11]=1)(=[O:47])[CH3:46]. The catalyst class is: 4. (5) Reactant: [Cl:1][C:2]1[C:3]2[CH2:14][CH2:13][N:12]([C:15]3[CH:20]=[CH:19][C:18]([Cl:21])=[CH:17][CH:16]=3)[C:4]=2[N:5]=[C:6](S(C)(=O)=O)[N:7]=1.[C-:22]#[N:23].[Na+]. Product: [Cl:1][C:2]1[C:3]2[CH2:14][CH2:13][N:12]([C:15]3[CH:20]=[CH:19][C:18]([Cl:21])=[CH:17][CH:16]=3)[C:4]=2[N:5]=[C:6]([C:22]#[N:23])[N:7]=1. The catalyst class is: 16. (6) Reactant: [C:1]([O:5][C:6]([N:8]1[CH2:13][CH2:12][CH:11]([C:14]#[N:15])[CH2:10][CH2:9]1)=[O:7])([CH3:4])([CH3:3])[CH3:2].[Li+].[CH3:17][Si]([N-][Si](C)(C)C)(C)C.CI. Product: [C:1]([O:5][C:6]([N:8]1[CH2:13][CH2:12][C:11]([C:14]#[N:15])([CH3:17])[CH2:10][CH2:9]1)=[O:7])([CH3:4])([CH3:2])[CH3:3]. The catalyst class is: 1. (7) Reactant: [Br-].[CH2:2]([N+:9]1[CH:19]=[CH:18][C:17]2[C:16]3[CH:20]=[CH:21][CH:22]=[CH:23][C:15]=3[C:14](=[O:24])[NH:13][CH2:12][C:11]=2[CH:10]=1)[C:3]1[CH:8]=[CH:7][CH:6]=[CH:5][CH:4]=1.[BH4-].[Na+]. Product: [CH2:2]([N:9]1[CH2:19][CH2:18][C:17]2[C:16]3[CH:20]=[CH:21][CH:22]=[CH:23][C:15]=3[C:14](=[O:24])[NH:13][CH2:12][C:11]=2[CH2:10]1)[C:3]1[CH:4]=[CH:5][CH:6]=[CH:7][CH:8]=1. The catalyst class is: 40. (8) Reactant: [CH2:1]([O:3][C:4]1[CH:5]=[C:6]([CH:10]=[CH:11][C:12]=1[NH:13][C:14]1[C:15]2[C:22]([CH3:23])=[CH:21][S:20][C:16]=2[N:17]=[CH:18][N:19]=1)[C:7]([NH2:9])=[O:8])[CH3:2].[Cl:24]N1C(=O)CCC1=O. Product: [Cl:24][C:21]1[S:20][C:16]2[N:17]=[CH:18][N:19]=[C:14]([NH:13][C:12]3[CH:11]=[CH:10][C:6]([C:7]([NH2:9])=[O:8])=[CH:5][C:4]=3[O:3][CH2:1][CH3:2])[C:15]=2[C:22]=1[CH3:23]. The catalyst class is: 86. (9) Reactant: CC[N:3]=C=NCCCN(C)C.Cl.C1C=[CH:15][C:16]2[N:21](O)[N:20]=[N:19]C=2C=1.[CH2:23]([C:25]1[CH:30]=[CH:29][C:28]([C:31]2[CH:36]=[CH:35][C:34]([C:37]([OH:39])=O)=[CH:33][CH:32]=2)=[CH:27][CH:26]=1)[CH3:24].CCN(C(C)C)C(C)C.CCCCCC.C[CH2:56][O:57][C:58]([CH3:60])=[O:59]. Product: [CH3:56][O:57][C:58](=[O:59])[C@@H:60]([NH:3][C:37]([C:34]1[CH:33]=[CH:32][C:31]([C:28]2[CH:27]=[CH:26][C:25]([CH2:23][CH3:24])=[CH:30][CH:29]=2)=[CH:36][CH:35]=1)=[O:39])[C@H:16]([N:21]=[N+:20]=[N-:19])[CH3:15]. The catalyst class is: 2.